This data is from Full USPTO retrosynthesis dataset with 1.9M reactions from patents (1976-2016). The task is: Predict the reactants needed to synthesize the given product. (1) Given the product [CH3:13][N:12]1[C:1]([C:2]2[CH:7]=[CH:6][N:5]=[CH:4][CH:3]=2)=[N:9][NH:10][C:11]1=[S:14], predict the reactants needed to synthesize it. The reactants are: [C:1]([NH:9][NH:10][C:11](=[S:14])[NH:12][CH3:13])(=O)[C:2]1[CH:7]=[CH:6][N:5]=[CH:4][CH:3]=1.C(=O)(O)[O-].[Na+].Cl. (2) Given the product [CH3:7][C:4]1[N:3]([C:8]2[C:13]([C:14](=[N:27][OH:28])[NH2:15])=[CH:12][C:11]([C:16]([F:17])([F:19])[F:18])=[CH:10][C:9]=2[C:20]2[CH:21]=[CH:22][C:23]([OH:26])=[CH:24][CH:25]=2)[C:2]([CH3:1])=[CH:6][CH:5]=1, predict the reactants needed to synthesize it. The reactants are: [CH3:1][C:2]1[N:3]([C:8]2[C:13]([C:14]#[N:15])=[CH:12][C:11]([C:16]([F:19])([F:18])[F:17])=[CH:10][C:9]=2[C:20]2[CH:25]=[CH:24][C:23]([OH:26])=[CH:22][CH:21]=2)[C:4]([CH3:7])=[CH:5][CH:6]=1.[NH2:27][OH:28].